This data is from Forward reaction prediction with 1.9M reactions from USPTO patents (1976-2016). The task is: Predict the product of the given reaction. (1) Given the reactants [Cl:1][C:2]1[CH:14]=[C:13]([Cl:15])[CH:12]=[CH:11][C:3]=1[CH2:4][CH:5]1[CH2:9][CH2:8]O[C:6]1=[O:10].[CH:16]1([NH2:23])[CH2:22][CH2:21][CH2:20][CH2:19][CH2:18][CH2:17]1, predict the reaction product. The product is: [CH:16]1([N:23]2[CH2:8][CH2:9][CH:5]([CH2:4][C:3]3[CH:11]=[CH:12][C:13]([Cl:15])=[CH:14][C:2]=3[Cl:1])[C:6]2=[O:10])[CH2:22][CH2:21][CH2:20][CH2:19][CH2:18][CH2:17]1. (2) Given the reactants [CH3:1][N:2]1[CH2:8][CH2:7][CH2:6][NH:5][CH2:4][CH2:3]1.F[C:10]1[CH:19]=[CH:18][C:13]([C:14]([O:16][CH3:17])=[O:15])=[CH:12][CH:11]=1, predict the reaction product. The product is: [CH3:1][N:2]1[CH2:8][CH2:7][CH2:6][N:5]([C:10]2[CH:19]=[CH:18][C:13]([C:14]([O:16][CH3:17])=[O:15])=[CH:12][CH:11]=2)[CH2:4][CH2:3]1. (3) Given the reactants [Cl:1][C:2]1[CH:9]=[CH:8][C:5]([CH:6]=[CH2:7])=[CH:4][CH:3]=1.[N+](=[CH:12][C:13]([O:15]CC)=[O:14])=[N-].O.[OH-].[Li+].CCOC(C)=O, predict the reaction product. The product is: [Cl:1][C:2]1[CH:9]=[CH:8][C:5]([CH:6]2[CH2:7][CH:12]2[C:13]([OH:15])=[O:14])=[CH:4][CH:3]=1. (4) The product is: [Cl-:10].[C:1]([C:2]1[CH:3]=[N+:4]([CH2:11][C:12]2[CH:17]=[CH:16][C:15]([O:18][CH3:19])=[CH:14][CH:13]=2)[CH:5]=[CH:6][CH:7]=1)(=[O:8])[NH2:9]. Given the reactants [C:1]([NH2:9])(=[O:8])[C:2]1[CH:7]=[CH:6][CH:5]=[N:4][CH:3]=1.[Cl:10][CH2:11][C:12]1[CH:17]=[CH:16][C:15]([O:18][CH3:19])=[CH:14][CH:13]=1, predict the reaction product.